This data is from Reaction yield outcomes from USPTO patents with 853,638 reactions. The task is: Predict the reaction yield, written as a fraction of the theoretical maximum amount of product (1.0 means a 100% yield; for example, 0.34 means a 34% yield). (1) The reactants are [Cl:1][C:2]1[CH:7]=[C:6]([Cl:8])[CH:5]=[CH:4][C:3]=1[C:9]1[CH:10]=[C:11]([S:29][Si](C(C)C)(C(C)C)C(C)C)[C:12]2[O:21][CH:20]3[CH:15]([CH2:16][N:17]([C:22]([O:24][C:25]([CH3:28])([CH3:27])[CH3:26])=[O:23])[CH2:18][CH2:19]3)[C:13]=2[CH:14]=1.I[CH2:41][CH2:42][CH3:43].[F-].[Cs+]. The catalyst is CN(C=O)C. The product is [Cl:1][C:2]1[CH:7]=[C:6]([Cl:8])[CH:5]=[CH:4][C:3]=1[C:9]1[CH:10]=[C:11]([S:29][CH2:41][CH2:42][CH3:43])[C:12]2[O:21][CH:20]3[CH:15]([CH2:16][N:17]([C:22]([O:24][C:25]([CH3:26])([CH3:28])[CH3:27])=[O:23])[CH2:18][CH2:19]3)[C:13]=2[CH:14]=1. The yield is 1.00. (2) The reactants are [NH2:1][C:2]1[CH:15]=[CH:14][C:13]2[C:12](=[O:16])[C:11]3[C:6](=[CH:7][CH:8]=[CH:9][CH:10]=3)[C:5](=[O:17])[C:4]=2[CH:3]=1.I[C:19]1[CH:24]=[CH:23][CH:22]=[CH:21][CH:20]=1.Br[C:26]1[CH:31]=[CH:30][CH:29]=[CH:28][CH:27]=1.C(=O)([O-])[O-].[K+].[K+]. The catalyst is [Cu]. The product is [C:19]1([N:1]([C:26]2[CH:31]=[CH:30][CH:29]=[CH:28][CH:27]=2)[C:2]2[CH:15]=[CH:14][C:13]3[C:12](=[O:16])[C:11]4[C:6](=[CH:7][CH:8]=[CH:9][CH:10]=4)[C:5](=[O:17])[C:4]=3[CH:3]=2)[CH:24]=[CH:23][CH:22]=[CH:21][CH:20]=1. The yield is 0.720.